Dataset: Catalyst prediction with 721,799 reactions and 888 catalyst types from USPTO. Task: Predict which catalyst facilitates the given reaction. (1) Reactant: [S:1]1[CH:5]=[CH:4][CH:3]=[C:2]1[CH2:6][C:7]#[N:8].Br[CH:10]([CH3:12])[CH3:11].[OH-].[K+].O. Product: [CH3:11][CH:10]([CH3:12])[CH:6]([C:2]1[S:1][CH:5]=[CH:4][CH:3]=1)[C:7]#[N:8]. The catalyst class is: 16. (2) Reactant: C[O:2][C:3]1[CH:9]=[C:8]([C:10]2[N:11]=[C:12]([C@H:20]3[CH2:25][CH2:24][C@H:23]([N:26]4[CH2:31][CH2:30][N:29]([CH3:32])[CH2:28][CH2:27]4)[CH2:22][CH2:21]3)[N:13]3[CH:18]=[CH:17][N:16]=[C:15]([CH3:19])[C:14]=23)[CH:7]=[CH:6][C:4]=1[NH2:5].B(Br)(Br)Br. Product: [NH2:5][C:4]1[CH:6]=[CH:7][C:8]([C:10]2[N:11]=[C:12]([C@H:20]3[CH2:25][CH2:24][C@H:23]([N:26]4[CH2:27][CH2:28][N:29]([CH3:32])[CH2:30][CH2:31]4)[CH2:22][CH2:21]3)[N:13]3[CH:18]=[CH:17][N:16]=[C:15]([CH3:19])[C:14]=23)=[CH:9][C:3]=1[OH:2]. The catalyst class is: 4.